From a dataset of Catalyst prediction with 721,799 reactions and 888 catalyst types from USPTO. Predict which catalyst facilitates the given reaction. (1) Reactant: [C:1]([C:5]1[CH:10]=[CH:9][C:8]([N+:11]([O-:13])=[O:12])=[CH:7][C:6]=1[S:14](Cl)(=[O:16])=[O:15])([CH3:4])([CH3:3])[CH3:2].[NH4+:18].[OH-]. Product: [C:1]([C:5]1[CH:10]=[CH:9][C:8]([N+:11]([O-:13])=[O:12])=[CH:7][C:6]=1[S:14]([NH2:18])(=[O:16])=[O:15])([CH3:4])([CH3:3])[CH3:2]. The catalyst class is: 316. (2) Reactant: [I:1][C:2]1[CH:7]=[CH:6][C:5]([OH:8])=[CH:4][CH:3]=1.C([O-])([O-])=O.[K+].[K+].[Br:15][CH2:16][CH2:17][CH2:18][CH2:19]Br.O. Product: [Br:15][CH2:16][CH2:17][CH2:18][CH2:19][O:8][C:5]1[CH:6]=[CH:7][C:2]([I:1])=[CH:3][CH:4]=1. The catalyst class is: 3. (3) Reactant: [C:1](=[O:8])([O:3][C:4]([CH3:7])([CH3:6])[CH3:5])[NH2:2].[Na+].[C:10]1([S:16]([O-:18])=[O:17])[CH:15]=[CH:14][CH:13]=[CH:12][CH:11]=1.[Cl:19][C:20]1[C:27]([Cl:28])=[CH:26][CH:25]=[CH:24][C:21]=1[CH:22]=O.C(O)=O. Product: [Cl:19][C:20]1[C:27]([Cl:28])=[CH:26][CH:25]=[CH:24][C:21]=1[CH:22]([NH:2][C:1](=[O:8])[O:3][C:4]([CH3:7])([CH3:6])[CH3:5])[S:16]([C:10]1[CH:15]=[CH:14][CH:13]=[CH:12][CH:11]=1)(=[O:18])=[O:17]. The catalyst class is: 24. (4) Reactant: [CH2:1]([N:3]1[CH:11]=[C:10]2[C:5]([CH:6]=[C:7]([C:23](O)=[O:24])[CH:8]=[C:9]2[O:12][C:13]2[CH:18]=[CH:17][C:16]([S:19]([CH3:22])(=[O:21])=[O:20])=[CH:15][CH:14]=2)=[N:4]1)[CH3:2].[NH2:26][C:27]1[S:28]C=[CH:30][N:31]=1.F[B-](F)(F)F.[N:37]1(OC(N(C)C)=[N+](C)C)C2C=CC=CC=2N=N1.C(N(CC)CC)C. Product: [CH2:1]([N:3]1[CH:11]=[C:10]2[C:5]([CH:6]=[C:7]([C:23]([NH:26][C:27]3[S:28][N:37]=[CH:30][N:31]=3)=[O:24])[CH:8]=[C:9]2[O:12][C:13]2[CH:14]=[CH:15][C:16]([S:19]([CH3:22])(=[O:20])=[O:21])=[CH:17][CH:18]=2)=[N:4]1)[CH3:2]. The catalyst class is: 9. (5) Reactant: Cl[C:2]1[C:11]2[C:6](=[CH:7][C:8]([S:12]([NH:15][C:16]3[S:17][CH:18]=[CH:19][N:20]=3)(=[O:14])=[O:13])=[CH:9][CH:10]=2)[CH:5]=[CH:4][N:3]=1.C(=O)([O-])[O-].[K+].[K+].[NH:27]1[CH2:32][CH2:31][O:30][CH2:29][CH2:28]1. Product: [O:30]1[CH2:31][CH2:32][N:27]([C:2]2[C:11]3[C:6](=[CH:7][C:8]([S:12]([NH:15][C:16]4[S:17][CH:18]=[CH:19][N:20]=4)(=[O:14])=[O:13])=[CH:9][CH:10]=3)[CH:5]=[CH:4][N:3]=2)[CH2:28][CH2:29]1. The catalyst class is: 18. (6) Reactant: [Cl:1][C:2]1[CH:17]=[C:16]([N+:18]([O-])=O)[CH:15]=[CH:14][C:3]=1[O:4][CH2:5][C:6]1[CH:13]=[CH:12][CH:11]=[CH:10][C:7]=1[C:8]#[N:9].[Cl-].[Ca+2].[Cl-]. Product: [NH2:18][C:16]1[CH:15]=[CH:14][C:3]([O:4][CH2:5][C:6]2[CH:13]=[CH:12][CH:11]=[CH:10][C:7]=2[C:8]#[N:9])=[C:2]([Cl:1])[CH:17]=1. The catalyst class is: 40. (7) Reactant: CC(C)([O-])C.[K+].C(O)(C)(C)C.[Br:12][C:13]1[CH:18]=[CH:17][C:16]([NH:19][C:20](=[O:22])[CH3:21])=[C:15]([C:23]([C:25]2[S:26][CH:27]=[CH:28][CH:29]=2)=O)[CH:14]=1.Cl. Product: [Br:12][C:13]1[CH:14]=[C:15]2[C:16](=[CH:17][CH:18]=1)[NH:19][C:20](=[O:22])[CH:21]=[C:23]2[C:25]1[S:26][CH:27]=[CH:28][CH:29]=1. The catalyst class is: 12. (8) Product: [N:14]([CH2:17][CH2:18][CH2:19][N:20]([CH3:21])[C:9]([C:8]1[CH:12]=[CH:13][C:5]([S:2]([Cl:1])(=[O:4])=[O:3])=[CH:6][CH:7]=1)=[O:10])=[N+:15]=[N-:16]. Reactant: [Cl:1][S:2]([C:5]1[CH:13]=[CH:12][C:8]([C:9](Cl)=[O:10])=[CH:7][CH:6]=1)(=[O:4])=[O:3].[N:14]([CH2:17][CH2:18][CH2:19][NH:20][CH3:21])=[N+:15]=[N-:16]. The catalyst class is: 2. (9) Reactant: COCCOC.[BH4-].[Na+].[C:9]([CH:13]([O:15][C:16]([C:19]([C:22]([C:25]([C:28]([C:31](OC)=[O:32])([F:30])[F:29])([F:27])[F:26])([F:24])[F:23])([F:21])[F:20])([F:18])[F:17])[F:14])([F:12])([F:11])[F:10].S(=O)(=O)(O)O. The catalyst class is: 6. Product: [C:9]([CH:13]([O:15][C:16]([C:19]([C:22]([C:25]([C:28]([CH2:31][OH:32])([F:29])[F:30])([F:27])[F:26])([F:24])[F:23])([F:21])[F:20])([F:18])[F:17])[F:14])([F:12])([F:11])[F:10]. (10) Reactant: Br[C:2]1[CH:3]=[C:4]([NH:8][CH:9]([C:13]2[CH:18]=[CH:17][C:16]([CH3:19])=[CH:15][CH:14]=2)[C:10]([NH2:12])=[O:11])[CH:5]=[N:6][CH:7]=1.C([O-])([O-])=O.[K+].[K+].[Cl:26][C:27]1[CH:28]=[CH:29][C:30]([F:36])=[C:31](B(O)O)[CH:32]=1. Product: [Cl:26][C:27]1[CH:32]=[CH:31][C:30]([F:36])=[C:29]([C:2]2[CH:3]=[C:4]([NH:8][CH:9]([C:13]3[CH:18]=[CH:17][C:16]([CH3:19])=[CH:15][CH:14]=3)[C:10]([NH2:12])=[O:11])[CH:5]=[N:6][CH:7]=2)[CH:28]=1. The catalyst class is: 108.